This data is from Full USPTO retrosynthesis dataset with 1.9M reactions from patents (1976-2016). The task is: Predict the reactants needed to synthesize the given product. (1) Given the product [CH3:1][O:2][C:3]1[CH:4]=[N:5][CH:6]=[C:7]([O:9][CH2:10][O:11][CH3:12])[C:8]=1[CH:29]=[O:30], predict the reactants needed to synthesize it. The reactants are: [CH3:1][O:2][C:3]1[CH:4]=[N:5][CH:6]=[C:7]([O:9][CH2:10][O:11][CH3:12])[CH:8]=1.CN(CCN(C)C)C.[Li]CCCC.CN([CH:29]=[O:30])C. (2) Given the product [CH:24]1([C:31](=[O:32])[CH:10]([C:3]2[C:2]([F:1])=[CH:7][C:6]([F:8])=[CH:5][C:4]=2[F:9])[C:11]([O:13][CH2:14][CH3:15])=[O:12])[CH2:30][CH2:29][CH2:28][CH2:27][CH2:26][CH2:25]1, predict the reactants needed to synthesize it. The reactants are: [F:1][C:2]1[CH:7]=[C:6]([F:8])[CH:5]=[C:4]([F:9])[C:3]=1[CH2:10][C:11]([O:13][CH2:14][CH3:15])=[O:12].C([N-]C(C)C)(C)C.[Li+].[CH:24]1([C:31](Cl)=[O:32])[CH2:30][CH2:29][CH2:28][CH2:27][CH2:26][CH2:25]1.Cl. (3) Given the product [C:1]([O:5][C:6]([N:8]1[CH2:11][CH2:10][C@H:9]1[CH2:12][F:18])=[O:7])([CH3:4])([CH3:3])[CH3:2], predict the reactants needed to synthesize it. The reactants are: [C:1]([O:5][C:6]([N:8]1[CH2:11][CH2:10][C@H:9]1[CH2:12]OS(C)(=O)=O)=[O:7])([CH3:4])([CH3:3])[CH3:2].[F-:18].C([N+](CCCC)(CCCC)CCCC)CCC. (4) Given the product [S:1]1[C:5]2[CH:6]=[CH:7][CH:8]=[CH:9][C:4]=2[N:3]=[C:2]1[NH:10][C:11](=[O:21])[C:12]1[CH:17]=[CH:16][C:15]([NH2:18])=[CH:14][CH:13]=1, predict the reactants needed to synthesize it. The reactants are: [S:1]1[C:5]2[CH:6]=[CH:7][CH:8]=[CH:9][C:4]=2[N:3]=[C:2]1[NH:10][C:11](=[O:21])[C:12]1[CH:17]=[CH:16][C:15]([N+:18]([O-])=O)=[CH:14][CH:13]=1. (5) Given the product [CH2:13]([C:12]([C:17]1[CH:18]=[CH:19][C:20]2[O:24][C:23]([C:25]([NH:27][CH2:28][C:29]([OH:31])=[O:30])=[O:26])=[CH:22][C:21]=2[CH:32]=1)([C:9]1[CH:10]=[CH:11][C:6]([O:5][CH2:4][CH:3]([OH:34])[C:2]([CH3:35])([CH3:36])[CH3:1])=[C:7]([CH3:33])[CH:8]=1)[CH2:15][CH3:16])[CH3:14], predict the reactants needed to synthesize it. The reactants are: [CH3:1][C:2]([CH3:36])([CH3:35])[C:3](=[O:34])[CH2:4][O:5][C:6]1[CH:11]=[CH:10][C:9]([C:12]([C:17]2[CH:18]=[CH:19][C:20]3[O:24][C:23]([C:25]([NH:27][CH2:28][C:29]([OH:31])=[O:30])=[O:26])=[CH:22][C:21]=3[CH:32]=2)([CH2:15][CH3:16])[CH2:13][CH3:14])=[CH:8][C:7]=1[CH3:33].[BH4-].[Na+]. (6) Given the product [Br:1][C:2]1[CH:9]=[CH:8][C:5]([CH:6]([OH:7])[CH:10]([CH3:12])[CH3:11])=[CH:4][CH:3]=1, predict the reactants needed to synthesize it. The reactants are: [Br:1][C:2]1[CH:9]=[CH:8][C:5]([CH:6]=[O:7])=[CH:4][CH:3]=1.[CH:10]([Mg]Cl)([CH3:12])[CH3:11].[NH4+].[Cl-].